From a dataset of Full USPTO retrosynthesis dataset with 1.9M reactions from patents (1976-2016). Predict the reactants needed to synthesize the given product. (1) The reactants are: Cl.Cl.[F:3][C:4]([F:25])([F:24])[C:5]1[CH:10]=[CH:9][C:8]([N:11]2[CH:15]=[CH:14][C:13]([CH2:16][N:17]3[CH2:22][CH2:21][CH:20]([NH2:23])[CH2:19][CH2:18]3)=[CH:12]2)=[CH:7][CH:6]=1.[N:26]([C:29]1[C:38]2[C:33](=[CH:34][CH:35]=[CH:36][CH:37]=2)[CH:32]=[CH:31][CH:30]=1)=[C:27]=[O:28].CCN(C(C)C)C(C)C. Given the product [C:29]1([NH:26][C:27]([NH:23][CH:20]2[CH2:21][CH2:22][N:17]([CH2:16][C:13]3[CH:14]=[CH:15][N:11]([C:8]4[CH:9]=[CH:10][C:5]([C:4]([F:3])([F:24])[F:25])=[CH:6][CH:7]=4)[CH:12]=3)[CH2:18][CH2:19]2)=[O:28])[C:38]2[C:33](=[CH:34][CH:35]=[CH:36][CH:37]=2)[CH:32]=[CH:31][CH:30]=1, predict the reactants needed to synthesize it. (2) The reactants are: [C:1]([O-:4])(=O)[CH3:2].[Na+].Cl.[C:7]([C:9]1[CH:14]=[CH:13][C:12]([NH:15][NH2:16])=[CH:11][CH:10]=1)#[N:8]. Given the product [C:7]([C:9]1[CH:14]=[CH:13][C:12]([NH:15][NH:16][C:1](=[O:4])[CH3:2])=[CH:11][CH:10]=1)#[N:8], predict the reactants needed to synthesize it. (3) Given the product [F:37][C:38]([F:43])([F:42])[C:39]([OH:41])=[O:40].[C:1]1([C:7]2[O:11][C:10]([C:12]3[N:16]([C:17]4[CH:18]=[C:19]([CH:34]=[CH:35][CH:36]=4)[CH2:20][NH:21][C:22](=[O:33])[C@@H:23]([NH2:25])[CH3:24])[CH:15]=[N:14][CH:13]=3)=[N:9][N:8]=2)[CH:2]=[CH:3][CH:4]=[CH:5][CH:6]=1, predict the reactants needed to synthesize it. The reactants are: [C:1]1([C:7]2[O:11][C:10]([C:12]3[N:16]([C:17]4[CH:18]=[C:19]([CH:34]=[CH:35][CH:36]=4)[CH2:20][NH:21][C:22](=[O:33])[C@@H:23]([NH:25]C(=O)OC(C)(C)C)[CH3:24])[CH:15]=[N:14][CH:13]=3)=[N:9][N:8]=2)[CH:6]=[CH:5][CH:4]=[CH:3][CH:2]=1.[F:37][C:38]([F:43])([F:42])[C:39]([OH:41])=[O:40]. (4) Given the product [CH3:1][C:2]1[C:7]([CH:8]([CH2:13][CH2:14][CH3:15])[C:9]([OH:11])=[O:10])=[C:6]([C:16]2[CH:17]=[CH:18][C:19]([CH3:22])=[CH:20][CH:21]=2)[N:5]=[C:4]([N:23]2[CH2:28][CH2:27][CH2:26][CH:25]([CH3:29])[CH2:24]2)[N:3]=1, predict the reactants needed to synthesize it. The reactants are: [CH3:1][C:2]1[C:7]([CH:8]([CH2:13][CH2:14][CH3:15])[C:9]([O:11]C)=[O:10])=[C:6]([C:16]2[CH:21]=[CH:20][C:19]([CH3:22])=[CH:18][CH:17]=2)[N:5]=[C:4]([N:23]2[CH2:28][CH2:27][CH2:26][CH:25]([CH3:29])[CH2:24]2)[N:3]=1.[OH-].[Na+].